From a dataset of Forward reaction prediction with 1.9M reactions from USPTO patents (1976-2016). Predict the product of the given reaction. (1) Given the reactants [Cl:1][C:2]1[CH:7]=[CH:6][C:5]([N:8]2[CH2:13][CH2:12][NH:11][CH2:10][CH2:9]2)=[CH:4][CH:3]=1.[N:14]([C:17]1[CH:26]=[CH:25][CH:24]=[C:23]2[C:18]=1[CH:19]=[CH:20][N:21]=[CH:22]2)=[C:15]=[O:16], predict the reaction product. The product is: [Cl:1][C:2]1[CH:3]=[CH:4][C:5]([N:8]2[CH2:13][CH2:12][N:11]([C:15]([NH:14][C:17]3[CH:26]=[CH:25][CH:24]=[C:23]4[C:18]=3[CH:19]=[CH:20][N:21]=[CH:22]4)=[O:16])[CH2:10][CH2:9]2)=[CH:6][CH:7]=1. (2) Given the reactants [F:1][C:2]1[CH:7]=[CH:6][C:5]([CH:8]([CH:13]2[CH2:17][CH2:16][CH2:15][CH2:14]2)[C:9]([O:11][CH3:12])=[O:10])=[CH:4][CH:3]=1.I[CH3:19], predict the reaction product. The product is: [CH:13]1([C:8]([C:5]2[CH:4]=[CH:3][C:2]([F:1])=[CH:7][CH:6]=2)([CH3:19])[C:9]([O:11][CH3:12])=[O:10])[CH2:17][CH2:16][CH2:15][CH2:14]1. (3) The product is: [Br:34][C:35]1[NH:39][C:38]([C:44]([O:46][CH3:47])=[O:45])=[C:37](/[CH:48]=[CH:12]/[O:13][CH3:14])[N:36]=1. Given the reactants [K].C[Si]([N-][Si](C)(C)C)(C)C.[Cl-].[CH3:12][O:13][CH2:14][P+](C1C=CC=CC=1)(C1C=CC=CC=1)C1C=CC=CC=1.[Br:34][C:35]1[N:39](CC#CC)[C:38]([C:44]([O:46][CH3:47])=[O:45])=[C:37]([CH:48]=O)[N:36]=1.O, predict the reaction product. (4) Given the reactants [CH3:1][C:2]1[O:3][C:4]2[C:14]([N:15]=1)=[CH:13][C:7]1[CH2:8][CH2:9][NH:10][CH2:11][CH2:12][C:6]=1[CH:5]=2.[Cl:16][CH2:17][CH:18]=O.[BH-](OC(C)=O)(OC(C)=O)OC(C)=O.[Na+], predict the reaction product. The product is: [Cl:16][CH2:17][CH2:18][N:10]1[CH2:9][CH2:8][C:7]2[CH:13]=[C:14]3[N:15]=[C:2]([CH3:1])[O:3][C:4]3=[CH:5][C:6]=2[CH2:12][CH2:11]1. (5) Given the reactants [C:1]([O:5][C:6](=[O:18])[CH2:7][O:8][C:9]1[CH:14]=[CH:13][CH:12]=[C:11]([CH:15]=[N:16]O)[CH:10]=1)([CH3:4])([CH3:3])[CH3:2].[OH-].[NH4+], predict the reaction product. The product is: [C:1]([O:5][C:6](=[O:18])[CH2:7][O:8][C:9]1[CH:14]=[CH:13][CH:12]=[C:11]([CH2:15][NH2:16])[CH:10]=1)([CH3:4])([CH3:2])[CH3:3]. (6) Given the reactants FC(F)(F)C1C=C(NC(=O)NC2C=CC(C3SC(CCC(OC)=O)=NC=3)=CC=2)C=CC=1.[NH2:32][C:33]1[CH:38]=[CH:37][C:36]([C:39]2[N:43]=[C:42]([CH2:44][CH2:45][C:46](C)(C)[C:47]([O:49][CH3:50])=[O:48])[O:41][N:40]=2)=[CH:35][CH:34]=1.[Cl:53][C:54]1[CH:59]=[CH:58][C:57]([N:60]=[C:61]=[O:62])=[C:56]([O:63][C:64]2[CH:69]=[CH:68][CH:67]=[CH:66][CH:65]=2)[CH:55]=1, predict the reaction product. The product is: [Cl:53][C:54]1[CH:59]=[CH:58][C:57]([NH:60][C:61](=[O:62])[NH:32][C:33]2[CH:34]=[CH:35][C:36]([C:39]3[N:43]=[C:42]([CH2:44][CH2:45][CH2:46][C:47]([O:49][CH3:50])=[O:48])[O:41][N:40]=3)=[CH:37][CH:38]=2)=[C:56]([O:63][C:64]2[CH:65]=[CH:66][CH:67]=[CH:68][CH:69]=2)[CH:55]=1.